From a dataset of P-glycoprotein inhibition data for predicting drug efflux from Broccatelli et al.. Regression/Classification. Given a drug SMILES string, predict its absorption, distribution, metabolism, or excretion properties. Task type varies by dataset: regression for continuous measurements (e.g., permeability, clearance, half-life) or binary classification for categorical outcomes (e.g., BBB penetration, CYP inhibition). Dataset: pgp_broccatelli. (1) The drug is CC(=O)[C@@H]1CC[C@@H]2[C@H]3[C@H](CC[C@@]12C)[C@@]1(C)CCC(=O)C=C1C[C@H]3Sc1ccc(NC(=O)N[C@H](C)c2ccccc2)cc1. The result is 1 (inhibitor). (2) The drug is c1ccc(CCc2c(CCN3CCCCC3)oc3ccccc23)cc1. The result is 1 (inhibitor). (3) The result is 1 (inhibitor). The drug is COc1cccc(CCc2ccccc2OCCCCCN2CCN(C)CC2)c1. (4) The molecule is OC[C@@H](O)[C@@H](O)[C@H](O)[C@H](O)CO. The result is 0 (non-inhibitor). (5) The drug is COc1cc2c(cc1OC)CN(CCc1ccc(NC(=O)c3ccccc3NC(=O)c3csc(C)n3)cc1)CC2. The result is 1 (inhibitor).